From a dataset of Reaction yield outcomes from USPTO patents with 853,638 reactions. Predict the reaction yield, written as a fraction of the theoretical maximum amount of product (1.0 means a 100% yield; for example, 0.34 means a 34% yield). (1) The reactants are [F:1][C:2]([F:14])([F:13])[C:3]1[CH:4]=[C:5]([CH:10]=[CH:11][CH:12]=1)[C:6]([O:8]C)=O.[NH2:15][CH2:16][CH:17]([NH2:19])[CH3:18]. No catalyst specified. The product is [NH2:19][CH:17]([CH3:18])[CH2:16][NH:15][C:6](=[O:8])[C:5]1[CH:10]=[CH:11][CH:12]=[C:3]([C:2]([F:1])([F:14])[F:13])[CH:4]=1. The yield is 0.650. (2) The reactants are [N+:1]([C:4]1[CH:5]=[C:6](O)[CH:7]=[CH:8][CH:9]=1)([O-:3])=[O:2].ClC[C:13]1[O:17][C:16]([C:18]([O:20][CH3:21])=[O:19])=[CH:15][CH:14]=1.[C:22]([O-])([O-])=[O:23].[K+].[K+]. The catalyst is CC(C)=O.O. The product is [N+:1]([C:4]1[CH:5]=[CH:6][C:7]([O:23][CH2:22][C:14]2[CH:15]=[C:16]([C:18]([O:20][CH3:21])=[O:19])[O:17][CH:13]=2)=[CH:8][CH:9]=1)([O-:3])=[O:2]. The yield is 0.900.